This data is from Reaction yield outcomes from USPTO patents with 853,638 reactions. The task is: Predict the reaction yield, written as a fraction of the theoretical maximum amount of product (1.0 means a 100% yield; for example, 0.34 means a 34% yield). (1) The reactants are [N:1]1([C:7]([C:9]2[S:10][C:11]([NH2:14])=[CH:12][N:13]=2)=O)[CH2:6][CH2:5][O:4][CH2:3][CH2:2]1.B. The product is [N:1]1([CH2:7][C:9]2[S:10][C:11]([NH2:14])=[CH:12][N:13]=2)[CH2:6][CH2:5][O:4][CH2:3][CH2:2]1. The catalyst is C1COCC1. The yield is 0.350. (2) The reactants are COC1C=CC(C[O:10][CH2:11][CH2:12][C:13]2[C:14]([CH3:29])=[N:15][C:16]3[CH2:17][CH2:18][CH2:19][CH2:20][C:21]=3[C:22]=2[C:23]2[CH:28]=[CH:27][CH:26]=[CH:25][CH:24]=2)=CC=1.FC(F)(F)C(O)=O.C(=O)([O-])O.[Na+]. The product is [CH3:29][C:14]1[C:13]([CH2:12][CH2:11][OH:10])=[C:22]([C:23]2[CH:24]=[CH:25][CH:26]=[CH:27][CH:28]=2)[C:21]2[CH2:20][CH2:19][CH2:18][CH2:17][C:16]=2[N:15]=1. The catalyst is ClCCl. The yield is 0.580. (3) The reactants are I[C:2]1[C:3](=[O:17])[NH:4][C:5](=[O:16])[N:6]([CH:15]=1)[C@@H:7]1[O:14][C@H:11]([CH2:12][OH:13])[C@@H:9]([OH:10])[CH2:8]1.C[Si]([C:22]#[CH:23])(C)C.C[O-].[Na+]. The catalyst is CC#N.CCN(CC)CC.CO.Cl[Pd](Cl)([P](C1C=CC=CC=1)(C1C=CC=CC=1)C1C=CC=CC=1)[P](C1C=CC=CC=1)(C1C=CC=CC=1)C1C=CC=CC=1.[Cu]I. The product is [C:22]([C:2]1[C:3](=[O:17])[NH:4][C:5](=[O:16])[N:6]([CH:15]=1)[C@@H:7]1[O:14][C@H:11]([CH2:12][OH:13])[C@@H:9]([OH:10])[CH2:8]1)#[CH:23]. The yield is 0.730. (4) The reactants are C[O:2][C:3]1[C:4]([N+:12]([O-:14])=[O:13])=[C:5]2[C:9](=[CH:10][CH:11]=1)[NH:8][CH:7]=[CH:6]2.B(Br)(Br)Br. The catalyst is ClCCl.O. The product is [OH:2][C:3]1[C:4]([N+:12]([O-:14])=[O:13])=[C:5]2[C:9](=[CH:10][CH:11]=1)[NH:8][CH:7]=[CH:6]2. The yield is 0.670. (5) The reactants are [C:1](=[O:12])([O:7][C:8]([CH3:11])([CH3:10])[CH3:9])OC(C)(C)C.C([N:15]([CH2:18][CH3:19])[CH2:16][CH3:17])C.[C:20]([O:23][CH2:24]C)(=[O:22])C.O. The catalyst is ClCCl.CCCCCC. The product is [CH3:24][O:23][C:20]([C@@H:19]1[CH2:17][CH2:16][N:15]([C:1]([O:7][C:8]([CH3:9])([CH3:10])[CH3:11])=[O:12])[CH2:18]1)=[O:22]. The yield is 0.950. (6) The reactants are [C:1]([O:7][C:8]1[CH:13]=[CH:12][CH:11]=[C:10]([Cl:14])[CH:9]=1)(=[O:6])[CH2:2][CH2:3][C:4]#[CH:5].Cl[C:16]1[C:21]([F:22])=[CH:20][CH:19]=[CH:18][N:17]=1. No catalyst specified. The product is [F:22][C:21]1[C:16]([C:5]#[C:4][CH2:3][CH2:2][C:1]([O:7][C:8]2[CH:13]=[CH:12][CH:11]=[C:10]([Cl:14])[CH:9]=2)=[O:6])=[N:17][CH:18]=[CH:19][CH:20]=1. The yield is 0.130.